Dataset: Full USPTO retrosynthesis dataset with 1.9M reactions from patents (1976-2016). Task: Predict the reactants needed to synthesize the given product. The reactants are: [F:1][C:2]1[CH:7]=[CH:6][C:5]([O:8][CH3:9])=[CH:4][C:3]=1[C:10]1[CH:15]=[CH:14][C:13]([OH:16])=[CH:12][C:11]=1[C:17]1[CH2:18][C:19]([CH3:26])([CH3:25])[O:20][C:21]([CH3:24])([CH3:23])[CH:22]=1. Given the product [F:1][C:2]1[CH:7]=[CH:6][C:5]([O:8][CH3:9])=[CH:4][C:3]=1[C:10]1[CH:15]=[CH:14][C:13]([OH:16])=[CH:12][C:11]=1[CH:17]1[CH2:18][C:19]([CH3:26])([CH3:25])[O:20][C:21]([CH3:24])([CH3:23])[CH2:22]1, predict the reactants needed to synthesize it.